From a dataset of Full USPTO retrosynthesis dataset with 1.9M reactions from patents (1976-2016). Predict the reactants needed to synthesize the given product. (1) Given the product [I:24][C:2]1[S:6][C:5]([CH2:7][NH:8][C:9]23[CH2:18][CH:13]4[CH2:14][CH:15]([CH2:17][CH:11]([CH2:12]4)[CH2:10]2)[CH2:16]3)=[CH:4][CH:3]=1, predict the reactants needed to synthesize it. The reactants are: Br[C:2]1[S:6][C:5]([CH2:7][NH:8][C:9]23[CH2:18][CH:13]4[CH2:14][CH:15]([CH2:17][CH:11]([CH2:12]4)[CH2:10]2)[CH2:16]3)=[CH:4][CH:3]=1.[Li]CCCC.[I:24]I. (2) Given the product [CH2:14]([N:10]1[C:9]([C:3]2[C:2]([Cl:1])=[CH:7][CH:6]=[CH:5][C:4]=2[Cl:8])=[N:13][N:12]=[N:11]1)[C:15]1[CH:20]=[CH:19][CH:18]=[CH:17][CH:16]=1, predict the reactants needed to synthesize it. The reactants are: [Cl:1][C:2]1[CH:7]=[CH:6][CH:5]=[C:4]([Cl:8])[C:3]=1[C:9]1[NH:13][N:12]=[N:11][N:10]=1.[CH2:14](Br)[C:15]1[CH:20]=[CH:19][CH:18]=[CH:17][CH:16]=1.BrCC1C=CC=CC=1C. (3) Given the product [CH3:43][O:42][C:39]1[CH:40]=[CH:41][C:36]([C:34]([CH:32]2[CH2:31][N:30]([C:13]3[N:14]4[C:18]([N:19]=[C:11]5[CH2:10][CH2:9][NH:8][CH2:22][CH2:21][C:12]=35)=[CH:17][CH:16]=[N:15]4)[CH2:33]2)=[O:35])=[CH:37][CH:38]=1, predict the reactants needed to synthesize it. The reactants are: C(OC([N:8]1[CH2:22][CH2:21][C:12]2=[C:13](Cl)[N:14]3[C:18]([N:19]=[C:11]2[CH2:10][CH2:9]1)=[CH:17][CH:16]=[N:15]3)=O)(C)(C)C.FC(F)(F)C(O)=O.[NH:30]1[CH2:33][CH:32]([C:34]([C:36]2[CH:41]=[CH:40][C:39]([O:42][CH3:43])=[CH:38][CH:37]=2)=[O:35])[CH2:31]1. (4) Given the product [Br:29][C:26]1[CH:27]=[CH:28][C:23]([CH2:22][CH2:21][NH:20][C:18]2[S:19][C:15]3[CH:14]=[C:13]([NH:12][C:10]([NH2:9])=[S:11])[CH:31]=[CH:30][C:16]=3[N:17]=2)=[CH:24][CH:25]=1, predict the reactants needed to synthesize it. The reactants are: C([NH:9][C:10]([NH:12][C:13]1[CH:31]=[CH:30][C:16]2[N:17]=[C:18]([NH:20][CH2:21][CH2:22][C:23]3[CH:28]=[CH:27][C:26]([Br:29])=[CH:25][CH:24]=3)[S:19][C:15]=2[CH:14]=1)=[S:11])(=O)C1C=CC=CC=1.[OH-].[Na+].